This data is from Forward reaction prediction with 1.9M reactions from USPTO patents (1976-2016). The task is: Predict the product of the given reaction. Given the reactants [CH:1]1([C:6]2[N:10]([NH2:11])[CH:9]=[N:8][N:7]=2)[CH2:5][CH2:4][CH2:3][CH2:2]1.[H-].[Na+].[CH2:14]([O:16][CH:17]([O:20][CH2:21][CH3:22])[C:18]#[N:19])[CH3:15].O, predict the reaction product. The product is: [CH:1]1([C:6]2[N:10]([NH:11][C:18](=[NH:19])[CH:17]([O:20][CH2:21][CH3:22])[O:16][CH2:14][CH3:15])[CH:9]=[N:8][N:7]=2)[CH2:2][CH2:3][CH2:4][CH2:5]1.